From a dataset of Catalyst prediction with 721,799 reactions and 888 catalyst types from USPTO. Predict which catalyst facilitates the given reaction. (1) Reactant: [Li]C(CC)C.C1CCCCC1.C(=O)=O.CC(C)=O.CN(CCN(C)C)C.[CH3:27][C:28]([N:31]([CH3:43])[C:32]1[CH:42]=[CH:41][CH:40]=[CH:39][C:33]=1[C:34]([NH:36][CH2:37][CH3:38])=[O:35])([CH3:30])[CH3:29].[Cl:44]C(Cl)(Cl)C(Cl)(Cl)Cl. Product: [Cl:44][C:39]1[CH:40]=[CH:41][CH:42]=[C:32]([N:31]([C:28]([CH3:29])([CH3:30])[CH3:27])[CH3:43])[C:33]=1[C:34]([NH:36][CH2:37][CH3:38])=[O:35]. The catalyst class is: 20. (2) Reactant: Cl.[CH3:2][C:3]1[C:7]([CH2:8][N:9]2[CH:13]=[C:12]([NH2:14])[CH:11]=[N:10]2)=[C:6]([CH3:15])[O:5][N:4]=1.[OH:16][C:17]1[CH:18]=[C:19]([CH:23]=[C:24]([O:27][CH3:28])[C:25]=1[OH:26])[C:20](O)=[O:21].C1C=CC2N(O)N=NC=2C=1.C(Cl)CCl. Product: [CH3:2][C:3]1[C:7]([CH2:8][N:9]2[CH:13]=[C:12]([NH:14][C:20](=[O:21])[C:19]3[CH:23]=[C:24]([O:27][CH3:28])[C:25]([OH:26])=[C:17]([OH:16])[CH:18]=3)[CH:11]=[N:10]2)=[C:6]([CH3:15])[O:5][N:4]=1. The catalyst class is: 3. (3) Reactant: [C:1]1([CH3:11])[CH:6]=[CH:5][C:4]([S:7](Cl)(=[O:9])=[O:8])=[CH:3][CH:2]=1.[C:12]1([NH2:19])[CH:17]=[CH:16][CH:15]=[CH:14][C:13]=1[NH2:18].Cl. Product: [CH3:11][C:1]1[CH:6]=[CH:5][C:4]([S:7]([NH:18][C:13]2[CH:14]=[CH:15][CH:16]=[CH:17][C:12]=2[NH:19][S:7]([C:4]2[CH:5]=[CH:6][C:1]([CH3:11])=[CH:2][CH:3]=2)(=[O:9])=[O:8])(=[O:9])=[O:8])=[CH:3][CH:2]=1. The catalyst class is: 17. (4) Reactant: [NH:1]1[CH2:4][CH:3]([N:5]2[CH2:10][CH2:9][N:8]([C:11]([O:13][C:14]([CH3:17])([CH3:16])[CH3:15])=[O:12])[CH2:7][CH:6]2[C:18](=[O:20])[NH2:19])[CH2:2]1.CCN(CC)CC.[C:28](Cl)(=[O:31])[CH:29]=[CH2:30]. Product: [C:28]([N:1]1[CH2:4][CH:3]([N:5]2[CH2:10][CH2:9][N:8]([C:11]([O:13][C:14]([CH3:15])([CH3:16])[CH3:17])=[O:12])[CH2:7][CH:6]2[C:18](=[O:20])[NH2:19])[CH2:2]1)(=[O:31])[CH:29]=[CH2:30]. The catalyst class is: 2.